This data is from Choline transporter screen with 302,306 compounds. The task is: Binary Classification. Given a drug SMILES string, predict its activity (active/inactive) in a high-throughput screening assay against a specified biological target. (1) The drug is o\1c2c(cc(c1=N/NC(=O)c1cc(OC)ccc1)C(=O)NCc1ccccc1)cccc2OC. The result is 0 (inactive). (2) The molecule is S1(=O)(=O)N(C(C(C)C)C(=O)NCc2ccccc2)CCC(c2c1cccc2)=C. The result is 0 (inactive). (3) The drug is Fc1cc(C(=O)N2CCN(CC2)c2c([N+]([O-])=O)cc(OC)cc2)ccc1. The result is 0 (inactive). (4) The drug is Clc1cc(N2CC(CC2=O)C(=O)NC2CCCC2)ccc1F. The result is 0 (inactive). (5) The result is 0 (inactive). The compound is S(c1oc(/C=C(\C(=O)Nc2c(CC)cccc2)C#N)cc1)c1ccccc1. (6) The compound is s1c(N2C(CCC2)c2n(c3c(n2)cc(cc3)C(F)(F)F)Cc2ccc(cc2)C)nc(c1)c1ccc(F)cc1. The result is 0 (inactive). (7) The compound is O=C(N1C(CC(c2c1cccc2)(c1ccccc1)C)(C)C)c1cc([N+]([O-])=O)cc([N+]([O-])=O)c1. The result is 0 (inactive). (8) The molecule is S\1c2nc3c(cc2CN(Cc2sccc2)C1=N/CCOC)cc(c(c3)C)C. The result is 0 (inactive). (9) The compound is S(c1n(c(nn1)C(NC(=O)c1ccccc1)CO)CC)CC(=O)NCc1ccccc1. The result is 0 (inactive). (10) The drug is O(CC(=O)Nc1c(C(CC)C)cccc1)C(=O)CCc1cc(OC)c(OC)c(OC)c1. The result is 0 (inactive).